This data is from Full USPTO retrosynthesis dataset with 1.9M reactions from patents (1976-2016). The task is: Predict the reactants needed to synthesize the given product. (1) Given the product [C:10]([O:9][C:8]([NH:7][CH:4]1[CH2:3][CH2:2][N:1]([S:19]([CH2:22][C:23]([O:25][CH3:26])=[O:24])(=[O:21])=[O:20])[CH2:6][CH2:5]1)=[O:14])([CH3:11])([CH3:13])[CH3:12], predict the reactants needed to synthesize it. The reactants are: [NH:1]1[CH2:6][CH2:5][CH:4]([NH:7][C:8](=[O:14])[O:9][C:10]([CH3:13])([CH3:12])[CH3:11])[CH2:3][CH2:2]1.ClCCl.Cl[S:19]([CH2:22][C:23]([O:25][CH3:26])=[O:24])(=[O:21])=[O:20]. (2) Given the product [NH2:1][C:2]1[CH:9]=[CH:8][C:5]([CH2:6][NH:7][C:10](=[O:11])[O:12][C:13]([CH3:16])([CH3:15])[CH3:14])=[CH:4][CH:3]=1, predict the reactants needed to synthesize it. The reactants are: [NH2:1][C:2]1[CH:9]=[CH:8][C:5]([CH2:6][NH2:7])=[CH:4][CH:3]=1.[C:10](O[C:10]([O:12][C:13]([CH3:16])([CH3:15])[CH3:14])=[O:11])([O:12][C:13]([CH3:16])([CH3:15])[CH3:14])=[O:11]. (3) Given the product [C:4]([C:6]1[CH:11]=[CH:10][C:9]([N:12]2[C:17](=[O:18])[CH:16]=[C:15]([C:19]([F:22])([F:21])[F:20])[NH:14][C:13]2=[O:23])=[CH:8][C:7]=1[O:2][CH3:1])#[N:5], predict the reactants needed to synthesize it. The reactants are: [CH3:1][O-:2].[Na+].[C:4]([C:6]1[CH:11]=[CH:10][C:9]([N:12]2[C:17](=[O:18])[CH:16]=[C:15]([C:19]([F:22])([F:21])[F:20])[NH:14][C:13]2=[O:23])=[CH:8][C:7]=1[N+]([O-])=O)#[N:5].O.Cl. (4) Given the product [C:15]1([C:25]([N:9]2[C:7](=[O:8])[C:4]3([CH2:3][CH2:2][CH2:1][CH2:6][CH2:5]3)[NH:12][C:10]2=[O:11])=[O:26])[C:24]2[C:19](=[CH:20][CH:21]=[CH:22][CH:23]=2)[CH:18]=[CH:17][CH:16]=1, predict the reactants needed to synthesize it. The reactants are: [CH2:1]1[CH2:6][CH2:5][C:4]2([NH:12][C:10](=[O:11])[NH:9][C:7]2=[O:8])[CH2:3][CH2:2]1.[H-].[Na+].[C:15]1([C:25](Cl)=[O:26])[C:24]2[C:19](=[CH:20][CH:21]=[CH:22][CH:23]=2)[CH:18]=[CH:17][CH:16]=1. (5) Given the product [O:19]=[C:14]1[CH2:13][CH2:12][C:11]2[C:16](=[CH:17][CH:18]=[C:9]([C:6]3[CH:5]=[CH:4][C:3]([C:2]([F:1])([F:20])[F:21])=[CH:8][CH:7]=3)[CH:10]=2)[N:15]1[CH2:26][CH2:25][C:24]([O:28][CH2:29][CH3:30])=[O:27], predict the reactants needed to synthesize it. The reactants are: [F:1][C:2]([F:21])([F:20])[C:3]1[CH:8]=[CH:7][C:6]([C:9]2[CH:10]=[C:11]3[C:16](=[CH:17][CH:18]=2)[NH:15][C:14](=[O:19])[CH2:13][CH2:12]3)=[CH:5][CH:4]=1.[OH-].[Na+].[C:24]([O:28][CH2:29][CH3:30])(=[O:27])[CH:25]=[CH2:26]. (6) Given the product [I:2][C:3]1[CH:4]=[C:5]2[C:10](=[CH:11][CH:12]=1)[N:9]([CH:13]1[CH2:18][CH2:17][CH2:16][N:15]([CH3:28])[CH2:14]1)[CH:8]=[C:7]([C:19]([O:21][CH2:22][CH3:23])=[O:20])[C:6]2=[O:24], predict the reactants needed to synthesize it. The reactants are: Cl.[I:2][C:3]1[CH:4]=[C:5]2[C:10](=[CH:11][CH:12]=1)[N:9]([CH:13]1[CH2:18][CH2:17][CH2:16][NH:15][CH2:14]1)[CH:8]=[C:7]([C:19]([O:21][CH2:22][CH3:23])=[O:20])[C:6]2=[O:24].C=O.O.[C:28]([BH3-])#N.[Na+].